This data is from NCI-60 drug combinations with 297,098 pairs across 59 cell lines. The task is: Regression. Given two drug SMILES strings and cell line genomic features, predict the synergy score measuring deviation from expected non-interaction effect. Drug 1: CCC(=C(C1=CC=CC=C1)C2=CC=C(C=C2)OCCN(C)C)C3=CC=CC=C3.C(C(=O)O)C(CC(=O)O)(C(=O)O)O. Drug 2: C#CCC(CC1=CN=C2C(=N1)C(=NC(=N2)N)N)C3=CC=C(C=C3)C(=O)NC(CCC(=O)O)C(=O)O. Cell line: HCC-2998. Synergy scores: CSS=36.1, Synergy_ZIP=0.365, Synergy_Bliss=-1.61, Synergy_Loewe=-16.1, Synergy_HSA=-1.92.